This data is from Catalyst prediction with 721,799 reactions and 888 catalyst types from USPTO. The task is: Predict which catalyst facilitates the given reaction. (1) Reactant: [F:1][C:2]([F:16])([F:15])[CH:3]([C:11]([F:14])([F:13])[F:12])[CH:4]([C:6]([O:8][CH2:9][CH3:10])=[O:7])[NH2:5].N1C=CC=CC=1.[Br:23][C:24]1[S:28][C:27]([S:29](Cl)(=[O:31])=[O:30])=[CH:26][CH:25]=1.CCOC(C)=O.CCCCCC. Product: [Br:23][C:24]1[S:28][C:27]([S:29]([NH:5][CH:4]([C:6]([O:8][CH2:9][CH3:10])=[O:7])[CH:3]([C:11]([F:13])([F:12])[F:14])[C:2]([F:15])([F:16])[F:1])(=[O:31])=[O:30])=[CH:26][CH:25]=1. The catalyst class is: 2. (2) Reactant: [N:1]1([C:7]2[S:8][CH2:9][C:10](=[O:12])[N:11]=2)[CH2:6][CH2:5][O:4][CH2:3][CH2:2]1.[O:13]([C:20]1[CH:21]=[C:22]([CH:25]=[CH:26][CH:27]=1)C=O)[C:14]1[CH:19]=[CH:18][CH:17]=[CH:16][CH:15]=1.[C:28]([O-])(=O)C.[Na+]. Product: [N:1]1([C:7]2[S:8][C:9](=[CH:28][C:25]3[CH:26]=[CH:27][C:20]([O:13][C:14]4[CH:15]=[CH:16][CH:17]=[CH:18][CH:19]=4)=[CH:21][CH:22]=3)[C:10](=[O:12])[N:11]=2)[CH2:2][CH2:3][O:4][CH2:5][CH2:6]1. The catalyst class is: 15. (3) Reactant: [CH2:1]([O:8][C:9]1[CH:10]=[C:11](/[CH:23]=[CH:24]/[C:25](O)=[O:26])[CH:12]=[CH:13][C:14]=1[N:15]1[CH2:19][C:18](=[O:20])[NH:17][S:16]1(=[O:22])=[O:21])[C:2]1[CH:7]=[CH:6][CH:5]=[CH:4][CH:3]=1.C1[CH:29]=[CH:30][C:31]2N(O)N=[N:34][C:32]=2C=1.CCN=C=NCCCN(C)C.Cl.C(N(CC)CC)C.C(N)CCC. Product: [CH2:1]([O:8][C:9]1[CH:10]=[C:11](/[CH:23]=[CH:24]/[C:25]([NH:34][CH2:32][CH2:31][CH2:30][CH3:29])=[O:26])[CH:12]=[CH:13][C:14]=1[N:15]1[CH2:19][C:18](=[O:20])[NH:17][S:16]1(=[O:21])=[O:22])[C:2]1[CH:3]=[CH:4][CH:5]=[CH:6][CH:7]=1. The catalyst class is: 1. (4) Reactant: [Na+].[CH:2]1([S:5]([O-:7])=[O:6])[CH2:4][CH2:3]1.[Cl:8][C:9]1[CH:14]=[CH:13][C:12](F)=[C:11]([N+:16]([O-:18])=[O:17])[CH:10]=1.O. Product: [Cl:8][C:9]1[CH:14]=[CH:13][C:12]([S:5]([CH:2]2[CH2:4][CH2:3]2)(=[O:7])=[O:6])=[C:11]([N+:16]([O-:18])=[O:17])[CH:10]=1. The catalyst class is: 3. (5) Reactant: C([Cl:4])(=O)C.[OH:5][C@H:6]1[C@H:11]([CH3:12])[CH2:10][CH2:9][C@@H:8]([NH:13]C(=O)OC(C)(C)C)[CH2:7]1. Product: [ClH:4].[NH2:13][C@H:8]1[CH2:7][C@@H:6]([OH:5])[C@H:11]([CH3:12])[CH2:10][CH2:9]1. The catalyst class is: 5. (6) Reactant: C(OC([NH:11][C@H:12]1[CH2:17][CH2:16][CH2:15][N:14]([P:18]([NH:29][C:30]2[CH:35]=[CH:34][C:33]([O:36][CH3:37])=[CH:32][CH:31]=2)([NH:20][C:21]2[CH:26]=[CH:25][C:24]([O:27][CH3:28])=[CH:23][CH:22]=2)=[O:19])[C:13]1=[O:38])=O)C1C=CC=CC=1. Product: [NH2:11][C@H:12]1[CH2:17][CH2:16][CH2:15][N:14]([P:18]([NH:20][C:21]2[CH:22]=[CH:23][C:24]([O:27][CH3:28])=[CH:25][CH:26]=2)([NH:29][C:30]2[CH:31]=[CH:32][C:33]([O:36][CH3:37])=[CH:34][CH:35]=2)=[O:19])[C:13]1=[O:38]. The catalyst class is: 19. (7) Product: [Cl:22][C:23]1[CH:24]=[CH:25][C:26]([N:29]2[C:37]3[CH2:36][CH2:35][CH2:34][N:33]([C:12](=[O:14])[C@@H:11]([N:3]4[CH:4]=[C:5]([C:7]([F:8])([F:9])[F:10])[N:6]=[C:2]4[CH3:1])[CH3:15])[C:32]=3[CH:31]=[N:30]2)=[CH:27][CH:28]=1. The catalyst class is: 59. Reactant: [CH3:1][C:2]1[N:3]([C@@H:11]([CH3:15])[C:12]([OH:14])=O)[CH:4]=[C:5]([C:7]([F:10])([F:9])[F:8])[N:6]=1.C(Cl)(=O)C(Cl)=O.[Cl:22][C:23]1[CH:28]=[CH:27][C:26]([N:29]2[C:37]3[CH2:36][CH2:35][CH2:34][NH:33][C:32]=3[CH:31]=[N:30]2)=[CH:25][CH:24]=1.CCN(CC)CC.